The task is: Predict which catalyst facilitates the given reaction.. This data is from Catalyst prediction with 721,799 reactions and 888 catalyst types from USPTO. (1) Reactant: [F:1][C:2]([F:32])([F:31])[C:3]1[CH:4]=[C:5]([CH2:13][O:14][C@@H:15]2[CH2:21][CH2:20][C@@H:19]3[NH:22][C@@:16]2([C:25]2[CH:30]=[CH:29][CH:28]=[CH:27][CH:26]=2)[CH2:17][C@@H:18]3[C:23]#[CH:24])[CH:6]=[C:7]([C:9]([F:12])([F:11])[F:10])[CH:8]=1.C[Si]([N:37]=[N+:38]=[N-:39])(C)C.[ClH:40]. Product: [ClH:40].[F:11][C:9]([F:12])([F:10])[C:7]1[CH:6]=[C:5]([CH2:13][O:14][C@@H:15]2[CH2:21][CH2:20][C@@H:19]3[NH:22][C@@:16]2([C:25]2[CH:26]=[CH:27][CH:28]=[CH:29][CH:30]=2)[CH2:17][C@H:18]3[C:23]2[NH:39][N:38]=[N:37][CH:24]=2)[CH:4]=[C:3]([C:2]([F:31])([F:1])[F:32])[CH:8]=1. The catalyst class is: 691. (2) Reactant: [C:1](Cl)(=[O:5])/[CH:2]=[CH:3]/[CH3:4].[F:7][C:8]([F:20])([F:19])[C:9]1[CH:10]=[C:11]2[C:15](=[CH:16][CH:17]=1)[NH:14][N:13]=[C:12]2[NH2:18]. Product: [F:20][C:8]([F:7])([F:19])[C:9]1[CH:10]=[C:11]2[C:15](=[CH:16][CH:17]=1)[NH:14][N:13]=[C:12]2[NH:18][C:1](=[O:5])[CH:2]=[CH:3][CH3:4]. The catalyst class is: 17. (3) Reactant: [F:1][C:2]([F:51])([F:50])[C:3]1[CH:4]=[C:5]([C@H:13]2[O:17][C:16](=[O:18])[N:15]([CH2:19][C:20]3[CH:25]=[C:24]([C:26]([F:29])([F:28])[F:27])[CH:23]=[CH:22][C:21]=3[C:30]3[CH:31]=[C:32]([C:38]4[CH:43]=[CH:42][C:41]([C:44]([O:46]C)=[O:45])=[CH:40][C:39]=4[CH3:48])[C:33]([F:37])=[CH:34][C:35]=3[F:36])[C@H:14]2[CH3:49])[CH:6]=[C:7]([C:9]([F:12])([F:11])[F:10])[CH:8]=1.O.[OH-].[Li+].O. Product: [F:51][C:2]([F:1])([F:50])[C:3]1[CH:4]=[C:5]([C@H:13]2[O:17][C:16](=[O:18])[N:15]([CH2:19][C:20]3[CH:25]=[C:24]([C:26]([F:27])([F:28])[F:29])[CH:23]=[CH:22][C:21]=3[C:30]3[CH:31]=[C:32]([C:38]4[CH:43]=[CH:42][C:41]([C:44]([OH:46])=[O:45])=[CH:40][C:39]=4[CH3:48])[C:33]([F:37])=[CH:34][C:35]=3[F:36])[C@H:14]2[CH3:49])[CH:6]=[C:7]([C:9]([F:12])([F:11])[F:10])[CH:8]=1. The catalyst class is: 12. (4) Reactant: [Br:1][C:2]1[CH:3]=[C:4]([F:15])[C:5]([CH:9]=[CH:10][C@H:11]([CH3:14])[CH2:12][CH3:13])=[C:6]([F:8])[CH:7]=1. Product: [Br:1][C:2]1[CH:7]=[C:6]([F:8])[C:5]([CH2:9][CH2:10][C@H:11]([CH3:14])[CH2:12][CH3:13])=[C:4]([F:15])[CH:3]=1. The catalyst class is: 194.